From a dataset of Forward reaction prediction with 1.9M reactions from USPTO patents (1976-2016). Predict the product of the given reaction. (1) Given the reactants CC(C)([O-])C.[K+].[NH2:7][C:8]1[CH:21]=[CH:20][C:19]([Cl:22])=[CH:18][C:9]=1[C:10]([NH:12][CH:13]([CH:15]1[CH2:17][CH2:16]1)[CH3:14])=[O:11].[Br:23][C:24]1[CH:28]=[C:27]([C:29](OC2C=CC=CC=2)=[O:30])[N:26]([C:38]2[C:43]([Cl:44])=[CH:42][CH:41]=[CH:40][N:39]=2)[N:25]=1.Cl, predict the reaction product. The product is: [Br:23][C:24]1[CH:28]=[C:27]([C:29]([NH:7][C:8]2[CH:21]=[CH:20][C:19]([Cl:22])=[CH:18][C:9]=2[C:10](=[O:11])[NH:12][CH:13]([CH:15]2[CH2:17][CH2:16]2)[CH3:14])=[O:30])[N:26]([C:38]2[C:43]([Cl:44])=[CH:42][CH:41]=[CH:40][N:39]=2)[N:25]=1. (2) Given the reactants [Cl:1][C:2]1[CH:10]=[CH:9][C:5]([C:6]([OH:8])=O)=[CH:4][CH:3]=1.C(N(CC)CC)C.F[P-](F)(F)(F)(F)F.N1(O[P+](N(C)C)(N(C)C)N(C)C)C2C=CC=CC=2N=N1.Cl.[NH2:46][CH2:47][C:48]1[N:49]=[CH:50][N:51]([C:53]2[CH:58]=[CH:57][C:56]([N:59]3[CH:64]=[CH:63][CH:62]=[CH:61][C:60]3=[O:65])=[CH:55][CH:54]=2)[CH:52]=1, predict the reaction product. The product is: [Cl:1][C:2]1[CH:3]=[CH:4][C:5]([C:6]([NH:46][CH2:47][C:48]2[N:49]=[CH:50][N:51]([C:53]3[CH:54]=[CH:55][C:56]([N:59]4[CH:64]=[CH:63][CH:62]=[CH:61][C:60]4=[O:65])=[CH:57][CH:58]=3)[CH:52]=2)=[O:8])=[CH:9][CH:10]=1. (3) Given the reactants [CH3:1][O:2][C:3]1[CH:8]=[C:7]([CH2:9][O:10][CH3:11])[CH:6]=[C:5]([O:12][CH3:13])[C:4]=1[C:14]1[N:15]2[N:23]=[C:22]([CH3:24])[C:21]([N:25]([CH2:29][CH2:30][CH3:31])[CH2:26][CH2:27][CH3:28])=[C:16]2[S:17][C:18]=1[S:19][CH3:20].ClC1C=CC=C(C(OO)=[O:40])C=1.C(=O)([O-])[O-].[Na+].[Na+], predict the reaction product. The product is: [CH3:13][O:12][C:5]1[CH:6]=[C:7]([CH2:9][O:10][CH3:11])[CH:8]=[C:3]([O:2][CH3:1])[C:4]=1[C:14]1[N:15]2[N:23]=[C:22]([CH3:24])[C:21]([N:25]([CH2:29][CH2:30][CH3:31])[CH2:26][CH2:27][CH3:28])=[C:16]2[S:17][C:18]=1[S:19]([CH3:20])=[O:40].